From a dataset of Forward reaction prediction with 1.9M reactions from USPTO patents (1976-2016). Predict the product of the given reaction. (1) Given the reactants C([O:4][CH:5]1[C:6]([O:53][CH:54]([O:56][CH2:57][CH3:58])[CH3:55])([CH3:52])[CH2:7][CH2:8][CH:9]([O:44][Si:45]([CH2:50][CH3:51])([CH2:48][CH3:49])[CH2:46][CH3:47])[CH2:10][C:11]([O:13][CH:14](/[C:19](/[CH3:43])=[CH:20]/[CH:21]=[CH:22]/[CH:23]([CH3:42])[CH2:24][CH:25]2[O:41][CH:26]2[CH:27]([CH3:40])[CH:28]([O:31][C:32](=[O:39])[C:33]2[CH:38]=[CH:37][CH:36]=[CH:35][CH:34]=2)[CH2:29][CH3:30])[CH:15]([CH3:18])[CH:16]=[CH:17]1)=[O:12])(=O)C.C(=O)([O-])[O-].[K+].[K+].C(O)(=O)C, predict the reaction product. The product is: [C:32]([O:31][CH:28]([CH2:29][CH3:30])[CH:27]([CH3:40])[CH:26]1[O:41][CH:25]1[CH2:24][CH:23]([CH3:42])/[CH:22]=[CH:21]/[CH:20]=[C:19](\[CH3:43])/[CH:14]1[O:13][C:11](=[O:12])[CH2:10][CH:9]([O:44][Si:45]([CH2:48][CH3:49])([CH2:46][CH3:47])[CH2:50][CH3:51])[CH2:8][CH2:7][C:6]([O:53][CH:54]([O:56][CH2:57][CH3:58])[CH3:55])([CH3:52])[CH:5]([OH:4])[CH:17]=[CH:16][CH:15]1[CH3:18])(=[O:39])[C:33]1[CH:34]=[CH:35][CH:36]=[CH:37][CH:38]=1. (2) Given the reactants [CH3:1][C:2]1([C:7]2[N:8]=[C:9]([CH2:12][N:13]3[N:17]=[C:16]([NH2:18])[CH:15]=[N:14]3)[S:10][CH:11]=2)[O:6]CCO1.[CH3:19][C:20]1[O:21][C:22]([C:28]2[CH:33]=[CH:32][CH:31]=[C:30]([C:34]([F:37])([F:36])[F:35])[CH:29]=2)=[C:23]([C:25](O)=[O:26])[N:24]=1, predict the reaction product. The product is: [C:2]([C:7]1[N:8]=[C:9]([CH2:12][N:13]2[N:17]=[C:16]([NH:18][C:25]([C:23]3[N:24]=[C:20]([CH3:19])[O:21][C:22]=3[C:28]3[CH:33]=[CH:32][CH:31]=[C:30]([C:34]([F:37])([F:35])[F:36])[CH:29]=3)=[O:26])[CH:15]=[N:14]2)[S:10][CH:11]=1)(=[O:6])[CH3:1]. (3) Given the reactants Cl[C:2]1[N:11]=[CH:10][C:5]2[O:6][CH2:7][CH2:8][NH:9][C:4]=2[CH:3]=1.[OH-:12].[K+].C(P(C(C)(C)C)C1C(C)=C(C)C(C)C(C)(CCC)C=1C1C=CC(CCC)=CC=1CCC)(C)(C)C, predict the reaction product. The product is: [NH:9]1[CH2:8][CH2:7][O:6][C:5]2[CH:10]=[N:11][C:2]([OH:12])=[CH:3][C:4]1=2. (4) Given the reactants [Cl:1][C:2]1[N:7]=[C:6]([C:8]2[S:12][C:11]([CH:13]([CH3:15])[CH3:14])=[N:10][C:9]=2[C:16]2[CH:17]=[C:18]([NH2:22])[CH:19]=[CH:20][CH:21]=2)[CH:5]=[CH:4][N:3]=1.N1C=CC=CC=1.[F:29][C:30]1[CH:35]=[CH:34][C:33]([S:36](Cl)(=[O:38])=[O:37])=[CH:32][CH:31]=1, predict the reaction product. The product is: [Cl:1][C:2]1[N:7]=[C:6]([C:8]2[S:12][C:11]([CH:13]([CH3:15])[CH3:14])=[N:10][C:9]=2[C:16]2[CH:17]=[C:18]([NH:22][S:36]([C:33]3[CH:34]=[CH:35][C:30]([F:29])=[CH:31][CH:32]=3)(=[O:38])=[O:37])[CH:19]=[CH:20][CH:21]=2)[CH:5]=[CH:4][N:3]=1. (5) Given the reactants O.[OH-].[Li+].C[O:5][C:6]([C:8]1[N:12]=[C:11]([C:13]2[CH:18]=[CH:17][C:16]([C:19]#[N:20])=[CH:15][N:14]=2)[N:10]([C:21]2[CH:22]=[N:23][C:24]([O:27][CH3:28])=[CH:25][CH:26]=2)[N:9]=1)=[O:7].Cl, predict the reaction product. The product is: [C:19]([C:16]1[CH:17]=[CH:18][C:13]([C:11]2[N:10]([C:21]3[CH:22]=[N:23][C:24]([O:27][CH3:28])=[CH:25][CH:26]=3)[N:9]=[C:8]([C:6]([OH:7])=[O:5])[N:12]=2)=[N:14][CH:15]=1)#[N:20]. (6) Given the reactants [CH3:1][N:2]1[C:7](=[O:8])[CH2:6][O:5][C:4]2[N:9]=[C:10]([C:19]3[CH:24]=[CH:23][C:22]([C:25]4([NH:29]C(=O)OC(C)(C)C)[CH2:28][CH2:27][CH2:26]4)=[CH:21][CH:20]=3)[C:11]([C:13]3[CH:14]=[N:15][CH:16]=[CH:17][CH:18]=3)=[CH:12][C:3]1=2, predict the reaction product. The product is: [NH2:29][C:25]1([C:22]2[CH:23]=[CH:24][C:19]([C:10]3[C:11]([C:13]4[CH:14]=[N:15][CH:16]=[CH:17][CH:18]=4)=[CH:12][C:3]4[N:2]([CH3:1])[C:7](=[O:8])[CH2:6][O:5][C:4]=4[N:9]=3)=[CH:20][CH:21]=2)[CH2:28][CH2:27][CH2:26]1. (7) Given the reactants [C:1]([O:5][C:6]([N:8]1[CH:13]2[CH2:14][CH2:15][CH:9]1[CH2:10][N:11](CC1C=CC=CC=1)[CH2:12]2)=[O:7])([CH3:4])([CH3:3])[CH3:2], predict the reaction product. The product is: [C:1]([O:5][C:6]([N:8]1[CH:9]2[CH2:15][CH2:14][CH:13]1[CH2:12][NH:11][CH2:10]2)=[O:7])([CH3:4])([CH3:2])[CH3:3].